Dataset: Catalyst prediction with 721,799 reactions and 888 catalyst types from USPTO. Task: Predict which catalyst facilitates the given reaction. (1) Reactant: [CH3:1][O:2][C:3]1[C:8]([CH3:9])=[C:7]([C:10]2[CH:11]=[CH:12][C:13]3[C:14]4[N:23]([C@H:24]5[CH2:28][CH2:27][O:26][CH2:25]5)[N:22]=[CH:21][C:15]=4[C:16](=[O:20])[NH:17][C:18]=3[CH:19]=2)[C:6]([CH3:29])=[CH:5][N:4]=1.[C:30]([OH:36])(=[O:35])[CH2:31][C:32]([OH:34])=[O:33]. Product: [C:30]([OH:36])(=[O:35])[CH2:31][C:32]([OH:34])=[O:33].[CH3:1][O:2][C:3]1[C:8]([CH3:9])=[C:7]([C:10]2[CH:11]=[CH:12][C:13]3[C:14]4[N:23]([C@H:24]5[CH2:28][CH2:27][O:26][CH2:25]5)[N:22]=[CH:21][C:15]=4[C:16](=[O:20])[NH:17][C:18]=3[CH:19]=2)[C:6]([CH3:29])=[CH:5][N:4]=1. The catalyst class is: 21. (2) Reactant: Cl.Cl.Cl.C(O[N:7]=[CH:8][C:9]1[CH:10]=[C:11]2[C:15](=[CH:16][CH:17]=1)[NH:14][N:13]=[C:12]2[C:18]1[CH:19]=[C:20]([C:24]([NH:26][CH2:27][CH2:28][CH:29]2[CH2:34][CH2:33][CH2:32][CH2:31][NH:30]2)=[O:25])[CH:21]=[CH:22][CH:23]=1)C.[NH2:35][NH:36][C:37](=O)[CH2:38][N:39]([CH3:41])[CH3:40].C[O-].[Na+]. Product: [CH3:40][N:39]([CH2:38][C:37]1[N:7]=[C:8]([C:9]2[CH:10]=[C:11]3[C:15](=[CH:16][CH:17]=2)[NH:14][N:13]=[C:12]3[C:18]2[CH:19]=[C:20]([C:24]([NH:26][CH2:27][CH2:28][CH:29]3[CH2:34][CH2:33][CH2:32][CH2:31][NH:30]3)=[O:25])[CH:21]=[CH:22][CH:23]=2)[NH:35][N:36]=1)[CH3:41]. The catalyst class is: 5. (3) Reactant: [NH2:1][C:2]1[N:14]=[CH:13][CH:12]=[CH:11][C:3]=1[C:4]([O:6][C:7]([CH3:10])([CH3:9])[CH3:8])=[O:5].C(N(CC)CC)C.[Cl-].ClC1N(C)CC[NH+]1C.[CH3:31][O:32][C:33]1[C:34](=[O:57])[C:35]([CH3:56])=[C:36]([CH2:42][C:43]2[CH:44]=[CH:45][C:46]([O:52][C:53](=[O:55])[CH3:54])=[C:47]([CH:51]=2)[C:48](O)=[O:49])[C:37](=[O:41])[C:38]=1[O:39][CH3:40]. Product: [C:7]([O:6][C:4]([C:3]1[C:2]([NH:1][C:48](=[O:49])[C:47]2[CH:51]=[C:43]([CH2:42][C:36]3[C:37](=[O:41])[C:38]([O:39][CH3:40])=[C:33]([O:32][CH3:31])[C:34](=[O:57])[C:35]=3[CH3:56])[CH:44]=[CH:45][C:46]=2[O:52][C:53](=[O:55])[CH3:54])=[N:14][CH:13]=[CH:12][CH:11]=1)=[O:5])([CH3:10])([CH3:8])[CH3:9]. The catalyst class is: 2. (4) Reactant: [CH3:1][N:2]([CH3:27])[CH2:3][CH2:4][NH:5][C:6]([C:8]1[NH:9][C:10]([C:19]2[CH:24]=[CH:23][C:22]([Cl:25])=[C:21]([OH:26])[CH:20]=2)=[C:11]([C:13]2[CH:18]=[CH:17][N:16]=[CH:15][CH:14]=2)[N:12]=1)=[O:7].CN(C)CCN.C(N(CC)CC)C. Product: [NH3:2].[CH3:1][N:2]([CH3:27])[CH2:3][CH2:4][NH:5][C:6]([C:8]1[NH:9][C:10]([C:19]2[CH:24]=[CH:23][C:22]([Cl:25])=[C:21]([OH:26])[CH:20]=2)=[C:11]([C:13]2[CH:14]=[CH:15][N:16]=[CH:17][CH:18]=2)[N:12]=1)=[O:7]. The catalyst class is: 4. (5) Reactant: [NH2:1][C:2]1[CH:3]=[CH:4][CH:5]=[C:6]2[C:10]=1[N:9]([CH2:11][O:12][CH3:13])[C:8]([C:14]([O:16][CH2:17][CH3:18])=[O:15])=[CH:7]2.[Cl:19]N1C(=O)CCC1=O.CN(C)C=O. Product: [NH2:1][C:2]1[CH:3]=[CH:4][C:5]([Cl:19])=[C:6]2[C:10]=1[N:9]([CH2:11][O:12][CH3:13])[C:8]([C:14]([O:16][CH2:17][CH3:18])=[O:15])=[CH:7]2. The catalyst class is: 6. (6) Reactant: Br[CH2:2][C:3]1[C:4]([C:14]([F:17])([F:16])[F:15])=[N:5][N:6](C)[C:7]=1[O:8][CH:9]1[CH2:12][O:11][CH2:10]1.NC(N)=S.[CH3:22][S:23]([C:26]1[CH2:30][C:29]([CH3:32])([CH3:31])[O:28][N:27]=1)(=O)=O.C(=O)([O-])[O-].[K+].[K+]. Product: [CH3:31][C:29]1([CH3:32])[O:28][N:27]=[C:26]([SH:23]([CH2:2][C:3]2[C:4]([C:14]([F:17])([F:16])[F:15])=[N:5][NH:6][C:7]=2[O:8][CH:9]2[CH2:12][O:11][CH2:10]2)[CH3:22])[CH2:30]1. The catalyst class is: 8.